From a dataset of Forward reaction prediction with 1.9M reactions from USPTO patents (1976-2016). Predict the product of the given reaction. (1) Given the reactants C([N:8]1[CH2:14][CH:13]2[C:15](=[O:16])[CH:10]([CH2:11][CH2:12]2)[CH2:9]1)C1C=CC=CC=1.[CH3:29][C:28]([O:27][C:25](O[C:25]([O:27][C:28]([CH3:31])([CH3:30])[CH3:29])=[O:26])=[O:26])([CH3:31])[CH3:30], predict the reaction product. The product is: [O:16]=[C:15]1[CH:13]2[CH2:12][CH2:11][CH:10]1[CH2:9][N:8]([C:25]([O:27][C:28]([CH3:29])([CH3:30])[CH3:31])=[O:26])[CH2:14]2. (2) Given the reactants C(O[CH:4](OCC)[CH2:5][NH:6][CH2:7][C:8]1[CH:13]=[CH:12][CH:11]=[C:10]([O:14][CH2:15][CH3:16])[C:9]=1[OH:17])C.[F:21][C:22]1[CH:23]=[C:24]([CH:27]=[C:28]([F:31])[C:29]=1[F:30])[CH:25]=O.[ClH:32].[NH4+].[OH-].CO, predict the reaction product. The product is: [ClH:32].[CH2:15]([O:14][C:10]1[C:9]([OH:17])=[C:8]2[C:13]([C:4]([CH2:25][C:24]3[CH:23]=[C:22]([F:21])[C:29]([F:30])=[C:28]([F:31])[CH:27]=3)=[CH:5][N:6]=[CH:7]2)=[CH:12][CH:11]=1)[CH3:16]. (3) Given the reactants [H-].[Na+].[C:3]([C:5]1[C:13]2[C:8](=[CH:9][CH:10]=[CH:11][CH:12]=2)[NH:7][N:6]=1)#[N:4].[CH3:14]I, predict the reaction product. The product is: [C:3]([C:5]1[C:13]2[C:8](=[CH:9][CH:10]=[CH:11][CH:12]=2)[N:7]([CH3:14])[N:6]=1)#[N:4]. (4) Given the reactants [NH:1]([C:18]([O:20][CH2:21][C:22]1[CH:27]=[CH:26][CH:25]=[CH:24][CH:23]=1)=[O:19])[C@H:2]([C:15]([OH:17])=[O:16])[CH2:3][CH2:4][CH2:5][CH2:6][NH:7][C:8]([O:10][C:11]([CH3:14])([CH3:13])[CH3:12])=[O:9].[CH3:28]I, predict the reaction product. The product is: [CH2:21]([O:20][C:18]([NH:1][C@@H:2]([CH2:3][CH2:4][CH2:5][CH2:6][NH:7][C:8]([O:10][C:11]([CH3:14])([CH3:13])[CH3:12])=[O:9])[C:15]([O:17][CH3:28])=[O:16])=[O:19])[C:22]1[CH:23]=[CH:24][CH:25]=[CH:26][CH:27]=1. (5) Given the reactants [CH2:1]([N:8]1[CH2:13][CH2:12][C:11](=[O:14])[CH2:10][CH2:9]1)[C:2]1[CH:7]=[CH:6][CH:5]=[CH:4][CH:3]=1.[I:15][CH3:16], predict the reaction product. The product is: [I-:15].[CH2:1]([N+:8]1([CH3:16])[CH2:13][CH2:12][C:11](=[O:14])[CH2:10][CH2:9]1)[C:2]1[CH:3]=[CH:4][CH:5]=[CH:6][CH:7]=1.